From a dataset of Catalyst prediction with 721,799 reactions and 888 catalyst types from USPTO. Predict which catalyst facilitates the given reaction. (1) Reactant: CCN(C(C)C)C(C)C.[C:10]1([NH:16][C:17]2[CH:18]=[CH:19][C:20]([C:23]([OH:25])=O)=[N:21][CH:22]=2)[CH:15]=[CH:14][CH:13]=[CH:12][CH:11]=1.CCN=C=NCCCN(C)C.C1C=CC2N(O)N=NC=2C=1.[NH2:47][CH2:48][C:49]([N:51]1[CH2:56][CH2:55][N:54]([C:57](=[O:69])[C:58]2[CH:63]=[C:62]([F:64])[CH:61]=[CH:60][C:59]=2[C:65]([F:68])([F:67])[F:66])[CH2:53][CH2:52]1)=[O:50].Cl. Product: [F:64][C:62]1[CH:61]=[CH:60][C:59]([C:65]([F:67])([F:66])[F:68])=[C:58]([CH:63]=1)[C:57]([N:54]1[CH2:55][CH2:56][N:51]([C:49](=[O:50])[CH2:48][NH:47][C:23]([C:20]2[CH:19]=[CH:18][C:17]([NH:16][C:10]3[CH:11]=[CH:12][CH:13]=[CH:14][CH:15]=3)=[CH:22][N:21]=2)=[O:25])[CH2:52][CH2:53]1)=[O:69]. The catalyst class is: 18. (2) Reactant: [CH2:1]1[CH:5]2[CH2:6][NH:7][CH2:8][CH:4]2[CH2:3][N:2]1[C:9]1[N:14]=[CH:13][C:12]([C:15]([O:17][CH2:18][CH3:19])=[O:16])=[CH:11][N:10]=1.[CH:20]1[C:29]2[C:24](=[CH:25][CH:26]=[CH:27][CH:28]=2)[CH:23]=[CH:22][C:21]=1[CH:30]=O.C(O[BH-](OC(=O)C)OC(=O)C)(=O)C.[Na+].C([O-])(O)=O.[Na+]. Product: [CH:20]1[C:29]2[C:24](=[CH:25][CH:26]=[CH:27][CH:28]=2)[CH:23]=[CH:22][C:21]=1[CH2:30][N:7]1[CH2:6][CH:5]2[CH2:1][N:2]([C:9]3[N:14]=[CH:13][C:12]([C:15]([O:17][CH2:18][CH3:19])=[O:16])=[CH:11][N:10]=3)[CH2:3][CH:4]2[CH2:8]1. The catalyst class is: 279. (3) Product: [C:4]([CH2:6][C:7]1[CH:33]=[CH:32][C:10]([CH2:11][C:12]2[C:16]3[C:17](=[O:31])[N:18]([C:25]4[CH:26]=[CH:27][CH:28]=[CH:29][CH:30]=4)[C:19]4[N:20]=[CH:21][CH:22]=[CH:23][C:24]=4[C:15]=3[NH:14][N:13]=2)=[CH:9][CH:8]=1)([OH:5])=[O:3]. Reactant: C([O:3][C:4]([CH2:6][C:7]1[CH:33]=[CH:32][C:10]([CH2:11][C:12]2[C:16]3[C:17](=[O:31])[N:18]([C:25]4[CH:30]=[CH:29][CH:28]=[CH:27][CH:26]=4)[C:19]4[N:20]=[CH:21][CH:22]=[CH:23][C:24]=4[C:15]=3[NH:14][N:13]=2)=[CH:9][CH:8]=1)=[O:5])C.S(=O)(=O)(O)O.O. The catalyst class is: 16. (4) Reactant: [NH2:1][CH2:2][C:3]1[O:4][C:5]([C:9]([CH3:17])([CH3:16])[O:10][SiH2:11][C:12]([CH3:15])([CH3:14])[CH3:13])=[C:6]([CH3:8])[N:7]=1.[C:18](O[C:18]([O:20][C:21]([CH3:24])([CH3:23])[CH3:22])=[O:19])([O:20][C:21]([CH3:24])([CH3:23])[CH3:22])=[O:19]. Product: [C:21]([O:20][C:18]([NH:1][CH2:2][C:3]1[O:4][C:5]([C:9]([CH3:17])([CH3:16])[O:10][SiH2:11][C:12]([CH3:15])([CH3:14])[CH3:13])=[C:6]([CH3:8])[N:7]=1)=[O:19])([CH3:24])([CH3:23])[CH3:22]. The catalyst class is: 22. (5) Reactant: [NH2:1][C:2]1[C:3]([NH:12][CH2:13][CH:14]([O:17][CH3:18])[O:15][CH3:16])=[C:4]([CH:9]=[CH:10][CH:11]=1)[C:5]([O:7][CH3:8])=[O:6].OOS([O-])=O.[K+].[F:25][C:26]1[CH:33]=[CH:32][C:29]([CH:30]=O)=[CH:28][CH:27]=1. Product: [CH3:16][O:15][CH:14]([O:17][CH3:18])[CH2:13][N:12]1[C:3]2[C:4]([C:5]([O:7][CH3:8])=[O:6])=[CH:9][CH:10]=[CH:11][C:2]=2[N:1]=[C:30]1[C:29]1[CH:32]=[CH:33][C:26]([F:25])=[CH:27][CH:28]=1. The catalyst class is: 18. (6) Reactant: Cl.C[O:3][C:4]1(OC)[C:12]2[C:7](=[CH:8][CH:9]=[C:10]([S:13][CH2:14][CH2:15][C:16]3[CH:25]=[CH:24][C:19]([C:20]([O:22][CH3:23])=[O:21])=[CH:18][CH:17]=3)[CH:11]=2)[N:6]([CH2:26][CH2:27][CH2:28][CH2:29][CH2:30][CH2:31][CH3:32])[C:5]1=[O:33]. Product: [O:33]=[C:5]1[C:4](=[O:3])[C:12]2[C:7](=[CH:8][CH:9]=[C:10]([S:13][CH2:14][CH2:15][C:16]3[CH:17]=[CH:18][C:19]([C:20]([O:22][CH3:23])=[O:21])=[CH:24][CH:25]=3)[CH:11]=2)[N:6]1[CH2:26][CH2:27][CH2:28][CH2:29][CH2:30][CH2:31][CH3:32]. The catalyst class is: 21. (7) Reactant: C(OC([NH:11][CH2:12][CH2:13][CH2:14][N:15]1[C:24]2[C:19](=[CH:20][CH:21]=[CH:22][CH:23]=2)[C:18](=[O:25])[C:17]([CH2:26][CH:27]2[CH2:32][CH2:31][N:30]([CH2:33][C:34]3[S:38][C:37]([C:39]4[CH:44]=[CH:43][CH:42]=[CH:41][N:40]=4)=[N:36][CH:35]=3)[CH2:29][CH2:28]2)=[C:16]1[C:45]([O:47][CH3:48])=[O:46])=O)C1C=CC=CC=1.I[Si](C)(C)C. Product: [NH2:11][CH2:12][CH2:13][CH2:14][N:15]1[C:24]2[C:19](=[CH:20][CH:21]=[CH:22][CH:23]=2)[C:18](=[O:25])[C:17]([CH2:26][CH:27]2[CH2:32][CH2:31][N:30]([CH2:33][C:34]3[S:38][C:37]([C:39]4[CH:44]=[CH:43][CH:42]=[CH:41][N:40]=4)=[N:36][CH:35]=3)[CH2:29][CH2:28]2)=[C:16]1[C:45]([O:47][CH3:48])=[O:46]. The catalyst class is: 115. (8) Reactant: [CH:1]([C:3]1[C:4]([NH:15][CH2:16][CH2:17][NH:18][C:19](=[O:21])[CH3:20])=[N:5][C:6]2[C:11]([CH:12]=1)=[CH:10][C:9]([O:13][CH3:14])=[CH:8][CH:7]=2)=[O:2]. Product: [OH:2][CH2:1][C:3]1[C:4]([NH:15][CH2:16][CH2:17][CH2:20][C:19]([NH2:18])=[O:21])=[N:5][C:6]2[C:11]([CH:12]=1)=[CH:10][C:9]([O:13][CH3:14])=[CH:8][CH:7]=2.[OH:2][CH2:1][C:3]1[C:4]([NH:15][CH2:16][CH2:17][NH:18][C:19](=[O:21])[CH3:20])=[N:5][C:6]2[C:11]([CH:12]=1)=[CH:10][C:9]([O:13][CH3:14])=[CH:8][CH:7]=2. The catalyst class is: 1.